Dataset: Catalyst prediction with 721,799 reactions and 888 catalyst types from USPTO. Task: Predict which catalyst facilitates the given reaction. (1) Reactant: [Si]([O:8][C@H:9]1[CH2:13][CH2:12][N:11]([CH2:14][C@@H:15]([NH:29][CH3:30])[C:16]2[CH:21]=[CH:20][CH:19]=[C:18]([C:22]3[N:26]=[C:25]([CH2:27][CH3:28])[O:24][N:23]=3)[CH:17]=2)[CH2:10]1)(C(C)(C)C)(C)C. Product: [CH2:27]([C:25]1[O:24][N:23]=[C:22]([C:18]2[CH:17]=[C:16]([C@H:15]([NH:29][CH3:30])[CH2:14][N:11]3[CH2:12][CH2:13][C@H:9]([OH:8])[CH2:10]3)[CH:21]=[CH:20][CH:19]=2)[N:26]=1)[CH3:28]. The catalyst class is: 33. (2) Reactant: [OH:1][C:2]1[CH:7]=[CH:6][C:5]([CH2:8][C@H:9]([O:15][CH2:16][CH3:17])[C:10]([O:12][CH2:13][CH3:14])=[O:11])=[CH:4][CH:3]=1.C([O-])([O-])=O.[K+].[K+].[Br:24][CH2:25][CH2:26]Br. Product: [Br:24][CH2:25][CH2:26][O:1][C:2]1[CH:3]=[CH:4][C:5]([CH2:8][C@H:9]([O:15][CH2:16][CH3:17])[C:10]([O:12][CH2:13][CH3:14])=[O:11])=[CH:6][CH:7]=1. The catalyst class is: 21. (3) Reactant: [C:1]([C:3]1[CH:4]=[CH:5][C:6]([CH:17]([C:19]2[CH:24]=[CH:23][C:22]([F:25])=[CH:21][CH:20]=2)[OH:18])=[C:7]([CH:16]=1)[CH2:8][O:9][C:10](=[O:15])[C:11]([CH3:14])([CH3:13])[CH3:12])#[N:2].OO.Cl. Product: [C:1]([C:3]1[CH:4]=[CH:5][C:6]([C:17]([C:19]2[CH:24]=[CH:23][C:22]([F:25])=[CH:21][CH:20]=2)=[O:18])=[C:7]([CH:16]=1)[CH2:8][O:9][C:10](=[O:15])[C:11]([CH3:14])([CH3:13])[CH3:12])#[N:2]. The catalyst class is: 413. (4) Reactant: C(N(CC)CC)C.[C:8](Cl)(=[O:15])[C:9]1[CH:14]=[CH:13][CH:12]=[CH:11][CH:10]=1.[NH2:17][C:18]1[CH:30]=[C:29]([CH2:31][CH2:32][CH2:33][C:34]2[CH:39]=[CH:38][CH:37]=[CH:36][CH:35]=2)[CH:28]=[CH:27][C:19]=1[C:20]([O:22][C:23]([CH3:26])([CH3:25])[CH3:24])=[O:21]. Product: [C:8]([NH:17][C:18]1[CH:30]=[C:29]([CH2:31][CH2:32][CH2:33][C:34]2[CH:35]=[CH:36][CH:37]=[CH:38][CH:39]=2)[CH:28]=[CH:27][C:19]=1[C:20]([O:22][C:23]([CH3:25])([CH3:26])[CH3:24])=[O:21])(=[O:15])[C:9]1[CH:14]=[CH:13][CH:12]=[CH:11][CH:10]=1. The catalyst class is: 2.